Dataset: Full USPTO retrosynthesis dataset with 1.9M reactions from patents (1976-2016). Task: Predict the reactants needed to synthesize the given product. Given the product [CH3:12][O:13][C:14](=[O:19])[CH2:15][CH2:16][CH2:17][O:9][C:8]1[CH:10]=[CH:11][C:3]([CH:2]=[O:1])=[CH:4][C:5]=1[O:6][CH3:7], predict the reactants needed to synthesize it. The reactants are: [O:1]=[CH:2][C:3]1[CH:11]=[CH:10][C:8]([OH:9])=[C:5]([O:6][CH3:7])[CH:4]=1.[CH3:12][O:13][C:14](=[O:19])[CH2:15][CH2:16][CH2:17]Br.C(=O)([O-])[O-].[K+].[K+].O.